From a dataset of Forward reaction prediction with 1.9M reactions from USPTO patents (1976-2016). Predict the product of the given reaction. (1) The product is: [CH3:32][O:31][C:4]1[CH:3]=[C:2]([O:1][C:38]([C:37]2[CH:36]=[N:35][C:34]([CH3:33])=[CH:42][CH:41]=2)=[O:39])[CH:7]=[CH:6][C:5]=1[C:8]1[C:9]([CH2:21][O:22][C:23]([C:25]2[S:26][C:27]([CH3:30])=[CH:28][CH:29]=2)=[O:24])=[C:10]2[C:15](=[CH:16][CH:17]=1)[NH:14][C:13]([CH3:18])([CH3:19])[CH:12]=[C:11]2[CH3:20]. Given the reactants [OH:1][C:2]1[CH:7]=[CH:6][C:5]([C:8]2[C:9]([CH2:21][O:22][C:23]([C:25]3[S:26][C:27]([CH3:30])=[CH:28][CH:29]=3)=[O:24])=[C:10]3[C:15](=[CH:16][CH:17]=2)[NH:14][C:13]([CH3:19])([CH3:18])[CH:12]=[C:11]3[CH3:20])=[C:4]([O:31][CH3:32])[CH:3]=1.[CH3:33][C:34]1[CH:42]=[CH:41][C:37]([C:38](O)=[O:39])=[CH:36][N:35]=1.C(N(CC)C(C)C)(C)C.C(OCC)(=O)C, predict the reaction product. (2) Given the reactants C(OC([NH:11][CH:12]1[N:18]=[C:17]([CH2:19][CH3:20])[C:16]2[CH:21]=[CH:22][CH:23]=[C:24]([CH3:25])[C:15]=2[N:14]([CH2:26][C:27]([N:29]2[CH2:35][CH:34]3[CH2:36][CH2:37][CH:31]([CH2:32][CH2:33]3)[CH2:30]2)=[O:28])[C:13]1=[O:38])=O)C1C=CC=CC=1.C([O-])=O.[NH4+], predict the reaction product. The product is: [NH2:11][CH:12]1[N:18]=[C:17]([CH2:19][CH3:20])[C:16]2[CH:21]=[CH:22][CH:23]=[C:24]([CH3:25])[C:15]=2[N:14]([CH2:26][C:27]([N:29]2[CH2:35][CH:34]3[CH2:33][CH2:32][CH:31]([CH2:37][CH2:36]3)[CH2:30]2)=[O:28])[C:13]1=[O:38]. (3) Given the reactants [C:1]([C:9]1[CH:10]=[C:11]([CH:15]=[CH:16][CH:17]=1)[C:12]([OH:14])=[O:13])(=O)[C:2]1[CH:7]=[CH:6][CH:5]=[CH:4][CH:3]=1, predict the reaction product. The product is: [CH2:1]([C:9]1[CH:10]=[C:11]([CH:15]=[CH:16][CH:17]=1)[C:12]([OH:14])=[O:13])[C:2]1[CH:3]=[CH:4][CH:5]=[CH:6][CH:7]=1. (4) Given the reactants C(N[C:5](=O)[CH:6]=[CH2:7])(C)C.CN(C)[CH2:11][CH2:12]N(C)C.S(OOS([O-])(=O)=O)([O-])(=O)=[O:18].[NH4+:27].[NH4+:28].ClCCl.[CH3:32][OH:33], predict the reaction product. The product is: [CH2:5]([CH2:6][C@H:7]([NH2:28])[C:32]([OH:18])=[O:33])[CH2:11][CH2:12][NH2:27]. (5) Given the reactants C(P(C(C)(C)C)C1C=CC=CC=1C1C=CC=CC=1)(C)(C)C.[C:22]([O:26][C:27]([N:29]1[C:41]2[CH2:40][CH:39]([C:42]([S:48]([C:51]3[CH:56]=[CH:55][CH:54]=[CH:53][CH:52]=3)(=[O:50])=[O:49])([C:44]([O:46][CH3:47])=[O:45])[CH3:43])[CH2:38][CH2:37][C:36]=2[C:35]2[C:30]1=[CH:31][CH:32]=[C:33](Br)[CH:34]=2)=[O:28])([CH3:25])([CH3:24])[CH3:23].[CH3:58][NH:59][CH3:60].C([O-])([O-])=O.[Na+].[Na+], predict the reaction product. The product is: [C:22]([O:26][C:27]([N:29]1[C:41]2[CH2:40][CH:39]([C:42]([S:48]([C:51]3[CH:56]=[CH:55][CH:54]=[CH:53][CH:52]=3)(=[O:50])=[O:49])([C:44]([O:46][CH3:47])=[O:45])[CH3:43])[CH2:38][CH2:37][C:36]=2[C:35]2[C:30]1=[CH:31][CH:32]=[C:33]([N:59]([CH3:60])[CH3:58])[CH:34]=2)=[O:28])([CH3:25])([CH3:24])[CH3:23]. (6) Given the reactants Cl.[CH:2]1([CH2:5][O:6][C:7]2[CH:12]=[C:11]([F:13])[C:10]([O:14][CH3:15])=[CH:9][C:8]=2[C:16]2[CH:21]=[CH:20][N:19]=[C:18]3[C:22]([C:26]([NH:28][C@@H:29]4[CH2:34][CH2:33][NH:32][CH2:31][C@H:30]4[OH:35])=[O:27])=[C:23]([CH3:25])[NH:24][C:17]=23)[CH2:4][CH2:3]1.[C:36](Cl)(=[O:39])[CH2:37][CH3:38], predict the reaction product. The product is: [CH:2]1([CH2:5][O:6][C:7]2[CH:12]=[C:11]([F:13])[C:10]([O:14][CH3:15])=[CH:9][C:8]=2[C:16]2[CH:21]=[CH:20][N:19]=[C:18]3[C:22]([C:26]([NH:28][C@@H:29]4[CH2:34][CH2:33][N:32]([C:36](=[O:39])[CH2:37][CH3:38])[CH2:31][C@H:30]4[OH:35])=[O:27])=[C:23]([CH3:25])[NH:24][C:17]=23)[CH2:4][CH2:3]1. (7) Given the reactants [CH2:1]([O:5][C:6]1[C:11]([F:12])=[C:10](Cl)[N:9]=[CH:8][N:7]=1)[C:2]#[C:3][CH3:4].C(=O)([O-])[O-].Cl.[CH3:19][CH:20]1[CH:24]([CH3:25])[CH2:23][NH:22][CH2:21]1.[Cl-].[NH4+], predict the reaction product. The product is: [CH2:1]([O:5][C:6]1[C:11]([F:12])=[C:10]([N:22]2[CH2:23][CH:24]([CH3:25])[CH:20]([CH3:19])[CH2:21]2)[N:9]=[CH:8][N:7]=1)[C:2]#[C:3][CH3:4].